Dataset: NCI-60 drug combinations with 297,098 pairs across 59 cell lines. Task: Regression. Given two drug SMILES strings and cell line genomic features, predict the synergy score measuring deviation from expected non-interaction effect. (1) Drug 1: COC1=C(C=C2C(=C1)N=CN=C2NC3=CC(=C(C=C3)F)Cl)OCCCN4CCOCC4. Drug 2: C(=O)(N)NO. Cell line: NCI-H322M. Synergy scores: CSS=43.4, Synergy_ZIP=2.63, Synergy_Bliss=2.55, Synergy_Loewe=-19.7, Synergy_HSA=1.94. (2) Drug 1: CC1=CC2C(CCC3(C2CCC3(C(=O)C)OC(=O)C)C)C4(C1=CC(=O)CC4)C. Cell line: HCT-15. Synergy scores: CSS=3.99, Synergy_ZIP=-0.776, Synergy_Bliss=2.39, Synergy_Loewe=-3.74, Synergy_HSA=0.718. Drug 2: C1=CC=C(C=C1)NC(=O)CCCCCCC(=O)NO. (3) Drug 1: COC1=C(C=C2C(=C1)N=CN=C2NC3=CC(=C(C=C3)F)Cl)OCCCN4CCOCC4. Drug 2: C1=CC(=C2C(=C1NCCNCCO)C(=O)C3=C(C=CC(=C3C2=O)O)O)NCCNCCO. Cell line: RPMI-8226. Synergy scores: CSS=64.9, Synergy_ZIP=12.0, Synergy_Bliss=11.3, Synergy_Loewe=4.74, Synergy_HSA=14.7. (4) Drug 1: C1=C(C(=O)NC(=O)N1)N(CCCl)CCCl. Drug 2: COCCOC1=C(C=C2C(=C1)C(=NC=N2)NC3=CC=CC(=C3)C#C)OCCOC.Cl. Cell line: SN12C. Synergy scores: CSS=40.8, Synergy_ZIP=2.54, Synergy_Bliss=5.50, Synergy_Loewe=6.97, Synergy_HSA=7.68. (5) Drug 1: C1=C(C(=O)NC(=O)N1)N(CCCl)CCCl. Drug 2: CC1C(C(CC(O1)OC2CC(CC3=C2C(=C4C(=C3O)C(=O)C5=C(C4=O)C(=CC=C5)OC)O)(C(=O)CO)O)N)O.Cl. Cell line: IGROV1. Synergy scores: CSS=43.9, Synergy_ZIP=-9.53, Synergy_Bliss=-8.65, Synergy_Loewe=-3.43, Synergy_HSA=-2.45. (6) Drug 1: COC1=C2C(=CC3=C1OC=C3)C=CC(=O)O2. Drug 2: C(CCl)NC(=O)N(CCCl)N=O. Cell line: NCI-H522. Synergy scores: CSS=7.44, Synergy_ZIP=-4.29, Synergy_Bliss=-4.51, Synergy_Loewe=-3.74, Synergy_HSA=-2.72. (7) Drug 1: C1CN1C2=NC(=NC(=N2)N3CC3)N4CC4. Drug 2: C1CNP(=O)(OC1)N(CCCl)CCCl. Cell line: KM12. Synergy scores: CSS=19.2, Synergy_ZIP=-3.18, Synergy_Bliss=4.34, Synergy_Loewe=-6.83, Synergy_HSA=2.26. (8) Drug 1: CC1CCC2CC(C(=CC=CC=CC(CC(C(=O)C(C(C(=CC(C(=O)CC(OC(=O)C3CCCCN3C(=O)C(=O)C1(O2)O)C(C)CC4CCC(C(C4)OC)O)C)C)O)OC)C)C)C)OC. Drug 2: CN(CCCl)CCCl.Cl. Cell line: HS 578T. Synergy scores: CSS=18.0, Synergy_ZIP=-6.10, Synergy_Bliss=1.03, Synergy_Loewe=1.09, Synergy_HSA=1.90. (9) Drug 1: CN1C2=C(C=C(C=C2)N(CCCl)CCCl)N=C1CCCC(=O)O.Cl. Drug 2: C1CNP(=O)(OC1)N(CCCl)CCCl. Cell line: OVCAR-4. Synergy scores: CSS=-0.749, Synergy_ZIP=-1.81, Synergy_Bliss=-3.56, Synergy_Loewe=-2.61, Synergy_HSA=-2.60.